This data is from Catalyst prediction with 721,799 reactions and 888 catalyst types from USPTO. The task is: Predict which catalyst facilitates the given reaction. (1) Reactant: [C:1]([C:3]1[CH:11]=[CH:10][C:6]([C:7](O)=[O:8])=[CH:5][N:4]=1)#[N:2].CCN(CC)CC.ClC(OCC)=O.[BH4-].[Na+]. Product: [OH:8][CH2:7][C:6]1[CH:10]=[CH:11][C:3]([C:1]#[N:2])=[N:4][CH:5]=1. The catalyst class is: 1. (2) Reactant: [OH:1][CH2:2][C@@H:3]([N:6]1[C:14](=[O:15])[C:13]2[C:8](=[CH:9][CH:10]=[CH:11][CH:12]=2)[C:7]1=[O:16])[CH:4]=[CH2:5].N1C=CN=C1.[C:22]([Si:26]([CH3:29])([CH3:28])Cl)([CH3:25])([CH3:24])[CH3:23].C(=O)(O)[O-].[Na+]. The catalyst class is: 2. Product: [Si:26]([O:1][CH2:2][C@@H:3]([N:6]1[C:14](=[O:15])[C:13]2[C:8](=[CH:9][CH:10]=[CH:11][CH:12]=2)[C:7]1=[O:16])[CH:4]=[CH2:5])([C:22]([CH3:25])([CH3:24])[CH3:23])([CH3:29])[CH3:28]. (3) Reactant: [NH2:1][C:2]1[CH:7]=[CH:6][C:5]([CH2:8][CH2:9][C:10]2[N:11]=[C:12]([NH:15][C:16](=[O:18])[CH3:17])[S:13][CH:14]=2)=[CH:4][CH:3]=1.[F:19][C:20]([F:37])([F:36])[C:21]1[CH:26]=[CH:25][C:24]([C:27]2[C:28]([C:33](O)=[O:34])=[CH:29][CH:30]=[CH:31][CH:32]=2)=[CH:23][CH:22]=1.C1C=CC2N(O)N=NC=2C=1.CCN=C=NCCCN(C)C.Cl. Product: [C:16]([NH:15][C:12]1[S:13][CH:14]=[C:10]([CH2:9][CH2:8][C:5]2[CH:6]=[CH:7][C:2]([NH:1][C:33]([C:28]3[C:27]([C:24]4[CH:25]=[CH:26][C:21]([C:20]([F:19])([F:36])[F:37])=[CH:22][CH:23]=4)=[CH:32][CH:31]=[CH:30][CH:29]=3)=[O:34])=[CH:3][CH:4]=2)[N:11]=1)(=[O:18])[CH3:17]. The catalyst class is: 289. (4) Reactant: [C:1]([O:5][C:6]([NH:8][CH2:9][C:10]1[CH:31]=[CH:30][C:13]([C:14]([NH:16][CH2:17][C:18]2[CH:29]=[CH:28][C:21]([O:22][CH2:23][CH2:24][C:25](O)=[O:26])=[CH:20][CH:19]=2)=[O:15])=[CH:12][CH:11]=1)=[O:7])([CH3:4])([CH3:3])[CH3:2].N1C=CC=CC=1.F[P-](F)(F)(F)(F)F.N1(O[P+](N(C)C)(N(C)C)N(C)C)C2C=CC=CC=2N=N1.[Si:65]([O:72][C@@H:73]1[CH2:77][NH:76][CH2:75][C@H:74]1[OH:78])([C:68]([CH3:71])([CH3:70])[CH3:69])([CH3:67])[CH3:66]. Product: [Si:65]([O:72][C@H:73]1[C@H:74]([OH:78])[CH2:75][N:76]([C:25](=[O:26])[CH2:24][CH2:23][O:22][C:21]2[CH:28]=[CH:29][C:18]([CH2:17][NH:16][C:14]([C:13]3[CH:30]=[CH:31][C:10]([CH2:9][NH:8][C:6](=[O:7])[O:5][C:1]([CH3:4])([CH3:3])[CH3:2])=[CH:11][CH:12]=3)=[O:15])=[CH:19][CH:20]=2)[CH2:77]1)([C:68]([CH3:71])([CH3:70])[CH3:69])([CH3:67])[CH3:66]. The catalyst class is: 3. (5) Reactant: [Cl:1][C:2]1[C:3]([O:12][C:13]2[CH:18]=[C:17]([O:19][CH:20]([CH3:22])[CH3:21])[CH:16]=[CH:15][C:14]=2[CH2:23][CH2:24][C:25]([OH:27])=O)=[N:4][CH:5]=[C:6]([C:8]([F:11])([F:10])[F:9])[CH:7]=1.[CH3:28][O:29][CH2:30][CH2:31][CH2:32][S:33]([NH2:36])(=[O:35])=[O:34].N12CCCN=C1CCCCC2. Product: [Cl:1][C:2]1[C:3]([O:12][C:13]2[CH:18]=[C:17]([O:19][CH:20]([CH3:22])[CH3:21])[CH:16]=[CH:15][C:14]=2[CH2:23][CH2:24][C:25]([NH:36][S:33]([CH2:32][CH2:31][CH2:30][O:29][CH3:28])(=[O:35])=[O:34])=[O:27])=[N:4][CH:5]=[C:6]([C:8]([F:10])([F:11])[F:9])[CH:7]=1. The catalyst class is: 7. (6) Reactant: Cl.[NH2:2][CH:3]([CH2:7][S:8][C:9]([CH3:12])([CH3:11])[CH3:10])[C:4]([OH:6])=[O:5].O.[C:14]1([CH3:24])[CH:19]=[CH:18][C:17]([S:20]([OH:23])(=[O:22])=[O:21])=[CH:16][CH:15]=1.[CH2:25](O)[C:26]1[CH:31]=[CH:30][CH:29]=[CH:28][CH:27]=1. Product: [S:20]([C:17]1[CH:18]=[CH:19][C:14]([CH3:24])=[CH:15][CH:16]=1)([OH:23])(=[O:22])=[O:21].[CH2:25]([O:5][C:4](=[O:6])[CH:3]([NH2:2])[CH2:7][S:8][C:9]([CH3:12])([CH3:11])[CH3:10])[C:26]1[CH:31]=[CH:30][CH:29]=[CH:28][CH:27]=1. The catalyst class is: 22. (7) Reactant: [C:1]([NH:5][C:6]([CH:8]1[CH2:13][CH2:12][N:11]([CH2:14][C:15]2[CH:16]=[C:17]([NH:21][C:22]([C:24]3[CH:29]=[C:28]([CH3:30])[N:27]=[N:26][C:25]=3Cl)=[O:23])[CH:18]=[CH:19][CH:20]=2)[CH2:10][CH2:9]1)=[O:7])([CH3:4])([CH3:3])[CH3:2].CC(O)=O. Product: [C:1]([NH:5][C:6]([CH:8]1[CH2:13][CH2:12][N:11]([CH2:14][C:15]2[CH:16]=[C:17]([NH:21][C:22]([C:24]3[CH:29]=[C:28]([CH3:30])[N:27]=[N:26][CH:25]=3)=[O:23])[CH:18]=[CH:19][CH:20]=2)[CH2:10][CH2:9]1)=[O:7])([CH3:4])([CH3:3])[CH3:2]. The catalyst class is: 19. (8) Reactant: [C:1]([C:4]1[C:12]2[C:7](=[CH:8][C:9]([Cl:13])=[CH:10][CH:11]=2)[N:6]([CH2:14][C:15]([OH:17])=O)[N:5]=1)(=[O:3])[NH2:2].FC(F)(F)C(O)=O.[F:25][C:26](=[C:37]([CH3:39])[CH3:38])[CH2:27][NH:28][C:29]([C@@H:31]1[CH2:36][C@@H:35]2[C@@H:33]([CH2:34]2)[NH:32]1)=[O:30].C(P1(=O)OP(CCC)(=O)OP(CCC)(=O)O1)CC.CCN(C(C)C)C(C)C. Product: [NH3:2].[Cl:13][C:9]1[CH:8]=[C:7]2[C:12]([C:4]([C:1]([NH2:2])=[O:3])=[N:5][N:6]2[CH2:14][C:15]([N:32]2[C@H:31]([C:29](=[O:30])[NH:28][CH2:27][C:26]([F:25])=[C:37]([CH3:39])[CH3:38])[CH2:36][C@@H:35]3[C@H:33]2[CH2:34]3)=[O:17])=[CH:11][CH:10]=1. The catalyst class is: 2. (9) Reactant: [Cl:1][C:2]1[C:3]2[S:10][CH:9]=[CH:8][C:4]=2[N:5]=[CH:6][N:7]=1.[Li]CCCC.[I:16]I. Product: [Cl:1][C:2]1[C:3]2[S:10][C:9]([I:16])=[CH:8][C:4]=2[N:5]=[CH:6][N:7]=1. The catalyst class is: 1.